This data is from Forward reaction prediction with 1.9M reactions from USPTO patents (1976-2016). The task is: Predict the product of the given reaction. (1) Given the reactants [Cl:1][C:2]1[CH:19]=[C:18]([O:20][CH2:21][CH:22]=[C:23]([Cl:25])[Cl:24])[CH:17]=[C:16]([Cl:26])[C:3]=1[O:4][CH2:5][CH2:6][CH2:7][CH2:8][CH2:9][O:10][CH2:11][C:12](=[N:14][OH:15])[CH3:13].C(N(CC)CC)C.[C:34](OC(=O)C)(=[O:36])[CH3:35].Cl, predict the reaction product. The product is: [C:34]([O:15][N:14]=[C:12]([CH2:11][O:10][CH2:9][CH2:8][CH2:7][CH2:6][CH2:5][O:4][C:3]1[C:2]([Cl:1])=[CH:19][C:18]([O:20][CH2:21][CH:22]=[C:23]([Cl:25])[Cl:24])=[CH:17][C:16]=1[Cl:26])[CH3:13])(=[O:36])[CH3:35]. (2) Given the reactants [CH3:1][C:2]1[N:3]([CH2:19][C:20]([OH:22])=[O:21])[C:4]2[C:9]([C:10]=1[CH2:11][C:12]1[CH:17]=[CH:16][C:15](=[O:18])[NH:14][N:13]=1)=[CH:8][CH:7]=[CH:6][CH:5]=2.[F:23][C:24]1[CH:31]=[CH:30][C:27]([CH2:28]Br)=[CH:26][CH:25]=1.C([O-])([O-])=O.[K+].[K+].CN(C=O)C, predict the reaction product. The product is: [F:23][C:24]1[CH:31]=[CH:30][C:27]([CH2:28][N:14]2[C:15](=[O:18])[CH:16]=[CH:17][C:12]([CH2:11][C:10]3[C:9]4[C:4](=[CH:5][CH:6]=[CH:7][CH:8]=4)[N:3]([CH2:19][C:20]([O:22][CH2:28][C:27]4[CH:30]=[CH:31][C:24]([F:23])=[CH:25][CH:26]=4)=[O:21])[C:2]=3[CH3:1])=[N:13]2)=[CH:26][CH:25]=1. (3) Given the reactants N(/C(OC(C)C)=O)=N\C(OC(C)C)=O.O[CH2:16][C:17]1[CH:33]=[CH:32][C:20]([CH2:21][N:22]2[CH:26]=[C:25]([C:27]([O:29][CH2:30][CH3:31])=[O:28])[CH:24]=[N:23]2)=[CH:19][CH:18]=1.[Cl:34][C:35]1[N:40]=[CH:39][N:38]=[C:37]2[NH:41][N:42]=[CH:43][C:36]=12.C1(P(C2C=CC=CC=2)C2C=CC=CC=2)C=CC=CC=1, predict the reaction product. The product is: [Cl:34][C:35]1[C:36]2[C:37](=[N:41][N:42]([CH2:16][C:17]3[CH:33]=[CH:32][C:20]([CH2:21][N:22]4[CH:26]=[C:25]([C:27]([O:29][CH2:30][CH3:31])=[O:28])[CH:24]=[N:23]4)=[CH:19][CH:18]=3)[CH:43]=2)[N:38]=[CH:39][N:40]=1. (4) Given the reactants [N:1]1[C:11]2[C:6](=[CH:7][CH:8]=[CH:9][CH:10]=2)[C:4]([CH3:5])=[CH:3][CH:2]=1.[I:12][CH3:13], predict the reaction product. The product is: [I-:12].[CH3:13][N+:1]1[C:11]2[C:6](=[CH:7][CH:8]=[CH:9][CH:10]=2)[C:4]([CH3:5])=[CH:3][CH:2]=1. (5) Given the reactants [CH3:1][CH:2]1[CH2:10][C:9]2[C:4](=[CH:5][CH:6]=[C:7]([N:11]3[CH2:15][C@H:14]([CH2:16][NH:17][C:18](=[O:20])[CH3:19])[O:13][C:12]3=[O:21])[CH:8]=2)[NH:3]1.C(N(CC)CC)C.C([O:32][CH2:33][C:34](Cl)=[O:35])(=O)C.C(=O)([O-])[O-].[K+].[K+], predict the reaction product. The product is: [C:33]([N:3]1[C:4]2[C:9](=[CH:8][C:7]([N:11]3[CH2:15][C@H:14]([CH2:16][NH:17][C:18](=[O:20])[CH3:19])[O:13][C:12]3=[O:21])=[CH:6][CH:5]=2)[CH2:10][CH:2]1[CH3:1])(=[O:32])[CH2:34][OH:35]. (6) The product is: [Br:1][C:2]1[CH:7]=[CH:6][C:5]([N:8]2[CH2:13][CH2:12][CH:11]([N:16]([CH3:17])[CH3:15])[CH2:10][CH2:9]2)=[CH:4][CH:3]=1. Given the reactants [Br:1][C:2]1[CH:7]=[CH:6][C:5]([N:8]2[CH2:13][CH2:12][C:11](=O)[CH2:10][CH2:9]2)=[CH:4][CH:3]=1.[CH3:15][NH:16][CH3:17].C(O)(=O)C.C(O[BH-](OC(=O)C)OC(=O)C)(=O)C.[Na+], predict the reaction product. (7) The product is: [F:34][C:2]([F:33])([F:1])[C:3]1[CH:4]=[C:5]([CH:6]=[C:7]([C:9]([F:10])([F:11])[F:12])[CH:8]=1)[C:13]([N:15]1[CH2:20][CH2:19][C@H:18]([N:21]2[CH2:26][CH2:25][N:24]([CH2:36][C:37]([NH:39][C:40]3[C:45]([CH3:46])=[CH:44][CH:43]=[CH:42][C:41]=3[CH3:47])=[O:38])[CH2:23][CH2:22]2)[C@H:17]([C:27]2[CH:32]=[CH:31][CH:30]=[CH:29][CH:28]=2)[CH2:16]1)=[O:14]. Given the reactants [F:1][C:2]([F:34])([F:33])[C:3]1[CH:4]=[C:5]([C:13]([N:15]2[CH2:20][CH2:19][C@H:18]([N:21]3[CH2:26][CH2:25][NH:24][CH2:23][CH2:22]3)[C@H:17]([C:27]3[CH:32]=[CH:31][CH:30]=[CH:29][CH:28]=3)[CH2:16]2)=[O:14])[CH:6]=[C:7]([C:9]([F:12])([F:11])[F:10])[CH:8]=1.Cl[CH2:36][C:37]([NH:39][C:40]1[C:45]([CH3:46])=[CH:44][CH:43]=[CH:42][C:41]=1[CH3:47])=[O:38], predict the reaction product. (8) Given the reactants C(OC(=O)[NH:7][CH:8]1[CH2:13][CH2:12][N:11]([CH2:14][CH2:15][N:16]2[C:25]3[C:20](=[CH:21][CH:22]=[C:23]([O:26][CH3:27])[CH:24]=3)[N:19]=[CH:18][C:17]2=[O:28])[CH2:10][CH2:9]1)(C)(C)C.Cl, predict the reaction product. The product is: [NH2:7][CH:8]1[CH2:9][CH2:10][N:11]([CH2:14][CH2:15][N:16]2[C:25]3[C:20](=[CH:21][CH:22]=[C:23]([O:26][CH3:27])[CH:24]=3)[N:19]=[CH:18][C:17]2=[O:28])[CH2:12][CH2:13]1. (9) Given the reactants [F:1][C:2]1[CH:3]=[C:4]([CH2:16][OH:17])[CH:5]=[CH:6][C:7]=1[O:8][C:9]1[CH:14]=[CH:13][N:12]=[C:11]([F:15])[CH:10]=1.Cl[C:19]1[CH:20]=[C:21]2[N:28]([CH3:29])[C:27]([CH3:31])([CH3:30])[CH2:26][N:22]2[C:23](=[O:25])[N:24]=1, predict the reaction product. The product is: [F:1][C:2]1[CH:3]=[C:4]([CH:5]=[CH:6][C:7]=1[O:8][C:9]1[CH:14]=[CH:13][N:12]=[C:11]([F:15])[CH:10]=1)[CH2:16][O:17][C:19]1[CH:20]=[C:21]2[N:28]([CH3:29])[C:27]([CH3:31])([CH3:30])[CH2:26][N:22]2[C:23](=[O:25])[N:24]=1. (10) Given the reactants [Cl:1][C:2]1[N:7]=[C:6](Cl)[C:5]([F:9])=[CH:4][N:3]=1.C(N(C(C)C)C(C)C)C.[CH3:19][NH:20][CH2:21][C:22]1[CH:27]=[CH:26][CH:25]=[CH:24][CH:23]=1, predict the reaction product. The product is: [CH2:21]([N:20]([CH3:19])[C:6]1[C:5]([F:9])=[CH:4][N:3]=[C:2]([Cl:1])[N:7]=1)[C:22]1[CH:27]=[CH:26][CH:25]=[CH:24][CH:23]=1.